From a dataset of Peptide-MHC class I binding affinity with 185,985 pairs from IEDB/IMGT. Regression. Given a peptide amino acid sequence and an MHC pseudo amino acid sequence, predict their binding affinity value. This is MHC class I binding data. (1) The peptide sequence is IAQLNRPAM. The MHC is HLA-A24:03 with pseudo-sequence HLA-A24:03. The binding affinity (normalized) is 0.115. (2) The peptide sequence is ALMEITSRY. The MHC is HLA-A30:01 with pseudo-sequence HLA-A30:01. The binding affinity (normalized) is 0.106. (3) The peptide sequence is AFRDVLVVL. The MHC is HLA-A23:01 with pseudo-sequence HLA-A23:01. The binding affinity (normalized) is 0.299. (4) The peptide sequence is KTSIGLLCVM. The MHC is HLA-B57:01 with pseudo-sequence HLA-B57:01. The binding affinity (normalized) is 0.774. (5) The peptide sequence is KTIQGGLGW. The MHC is HLA-B58:01 with pseudo-sequence HLA-B58:01. The binding affinity (normalized) is 0.782.